Dataset: Forward reaction prediction with 1.9M reactions from USPTO patents (1976-2016). Task: Predict the product of the given reaction. Given the reactants [Cl:1][C:2]1[CH:3]=[CH:4][C:5]([O:28][CH2:29][CH:30]([CH3:32])[CH3:31])=[C:6]([CH2:8][N:9]2[C:13]([CH3:14])=[CH:12][C:11]([C:15]([NH:17][C:18]3[N:23]=[CH:22][C:21]([C:24](OC)=[O:25])=[CH:20][CH:19]=3)=[O:16])=[N:10]2)[CH:7]=1.[H-].[Al+3].[Li+].[H-].[H-].[H-], predict the reaction product. The product is: [Cl:1][C:2]1[CH:3]=[CH:4][C:5]([O:28][CH2:29][CH:30]([CH3:32])[CH3:31])=[C:6]([CH2:8][N:9]2[C:13]([CH3:14])=[CH:12][C:11]([C:15]([NH:17][C:18]3[CH:19]=[CH:20][C:21]([CH2:24][OH:25])=[CH:22][N:23]=3)=[O:16])=[N:10]2)[CH:7]=1.